From a dataset of Full USPTO retrosynthesis dataset with 1.9M reactions from patents (1976-2016). Predict the reactants needed to synthesize the given product. (1) Given the product [OH:1][CH:2]([CH3:9])[CH2:3][N:4]([CH2:5][CH:6]([OH:8])[CH3:7])[C:14]1[C:13]2[N:17]=[CH:18][N:19]([C:12]=2[N:11]=[CH:10][N:15]=1)[C@@H:20]1[O:24][C@H:23]([CH2:25][OH:26])[C@@H:22]([OH:27])[C@H:21]1[OH:28], predict the reactants needed to synthesize it. The reactants are: [OH:1][CH:2]([CH3:9])[CH2:3][NH:4][CH2:5][CH:6]([OH:8])[CH3:7].[CH:10]1[N:15]=[C:14](Cl)[C:13]2[N:17]=[CH:18][N:19]([C@@H:20]3[O:24][C@H:23]([CH2:25][OH:26])[C@@H:22]([OH:27])[C@H:21]3[OH:28])[C:12]=2[N:11]=1. (2) Given the product [C:1]1([CH2:7][O:8][C:9]2[CH:17]=[CH:16][C:15]([C:18]([F:21])([F:20])[F:19])=[CH:14][C:10]=2[C:11](=[O:13])[CH3:22])[CH:2]=[CH:3][CH:4]=[CH:5][CH:6]=1, predict the reactants needed to synthesize it. The reactants are: [C:1]1([CH2:7][O:8][C:9]2[CH:17]=[CH:16][C:15]([C:18]([F:21])([F:20])[F:19])=[CH:14][C:10]=2[C:11]([OH:13])=O)[CH:6]=[CH:5][CH:4]=[CH:3][CH:2]=1.[CH3:22][Li].Cl. (3) Given the product [OH:1][C:2]1[C:3]([CH3:18])=[C:4]2[C:9](=[C:10]([CH3:13])[C:11]=1[CH3:12])[O:8][C:7]([C:14]([N:31]1[CH2:36][CH2:35][CH2:34][CH2:33][CH2:32]1)=[O:16])([CH3:17])[CH2:6][CH2:5]2, predict the reactants needed to synthesize it. The reactants are: [OH:1][C:2]1[C:3]([CH3:18])=[C:4]2[C:9](=[C:10]([CH3:13])[C:11]=1[CH3:12])[O:8][C:7]([CH3:17])([C:14]([OH:16])=O)[CH2:6][CH2:5]2.C1N=CN(C(N2C=NC=C2)=O)C=1.[NH:31]1[CH2:36][CH2:35][CH2:34][CH2:33][CH2:32]1. (4) Given the product [CH3:15][O:16][CH2:17][O:1][C:2]1[CH:3]=[N:4][CH:5]=[CH:6][CH:7]=1, predict the reactants needed to synthesize it. The reactants are: [OH:1][C:2]1[CH:3]=[N:4][CH:5]=[CH:6][CH:7]=1.CC(C)([O-])C.[K+].Cl[CH2:15][O:16][CH3:17]. (5) The reactants are: [CH2:1]([O:8][C:9]([N:11]1[CH2:15][CH2:14][CH2:13][C@H:12]1[C:16]1[N:17]=[C:18]2[C:23](Br)=[CH:22][CH:21]=[CH:20][N:19]2[CH:25]=1)=[O:10])[C:2]1[CH:7]=[CH:6][CH:5]=[CH:4][CH:3]=1.[CH3:26][O:27][C:28]1[CH:33]=[CH:32][CH:31]=[CH:30][C:29]=1B(O)O.C(=O)([O-])[O-].[K+].[K+]. Given the product [CH2:1]([O:8][C:9]([N:11]1[CH2:15][CH2:14][CH2:13][C@H:12]1[C:16]1[N:17]=[C:18]2[C:23]([C:29]3[CH:30]=[CH:31][CH:32]=[CH:33][C:28]=3[O:27][CH3:26])=[CH:22][CH:21]=[CH:20][N:19]2[CH:25]=1)=[O:10])[C:2]1[CH:7]=[CH:6][CH:5]=[CH:4][CH:3]=1, predict the reactants needed to synthesize it. (6) Given the product [CH2:27]([C:24]1[CH:23]=[CH:22][C:21]([CH2:20][N:10]([S:11]([C:14]2[CH:15]=[N:16][CH:17]=[CH:18][CH:19]=2)(=[O:13])=[O:12])[CH2:9][CH2:8][CH2:7][CH2:6][CH2:5][CH2:4][C:3]([OH:31])=[O:2])=[CH:26][CH:25]=1)[CH2:28][CH2:29][CH3:30], predict the reactants needed to synthesize it. The reactants are: C[O:2][C:3](=[O:31])[CH2:4][CH2:5][CH2:6][CH2:7][CH2:8][CH2:9][N:10]([CH2:20][C:21]1[CH:26]=[CH:25][C:24]([CH2:27][CH2:28][CH2:29][CH3:30])=[CH:23][CH:22]=1)[S:11]([C:14]1[CH:15]=[N:16][CH:17]=[CH:18][CH:19]=1)(=[O:13])=[O:12].[OH-].[Na+]. (7) The reactants are: [CH3:1][O:2][C:3]1[CH:4]=[C:5]2[C:10](=[CH:11][C:12]=1[O:13][CH3:14])[N:9]=[CH:8][CH:7]=[C:6]2[O:15][C:16]1[CH:22]=[CH:21][C:19]([NH2:20])=[CH:18][CH:17]=1.C(N(CC)CC)C.ClC(Cl)(O[C:34](=[O:40])OC(Cl)(Cl)Cl)Cl.[CH2:42]([N:46]([CH2:50][CH2:51][CH2:52][CH3:53])[CH2:47][CH2:48][NH2:49])[CH2:43][CH2:44][CH3:45]. Given the product [CH2:42]([N:46]([CH2:50][CH2:51][CH2:52][CH3:53])[CH2:47][CH2:48][NH:49][C:34]([NH:20][C:19]1[CH:21]=[CH:22][C:16]([O:15][C:6]2[C:5]3[C:10](=[CH:11][C:12]([O:13][CH3:14])=[C:3]([O:2][CH3:1])[CH:4]=3)[N:9]=[CH:8][CH:7]=2)=[CH:17][CH:18]=1)=[O:40])[CH2:43][CH2:44][CH3:45], predict the reactants needed to synthesize it. (8) Given the product [O:9]=[C:6]1[C:5]2[CH:10]=[CH:11][C:2]([O:1][CH2:34][CH2:33][O:26][C:27]3[CH:32]=[CH:31][CH:30]=[CH:29][CH:28]=3)=[C:3]([CH2:12][N:13]3[CH2:14][CH2:15][N:16]([C:19]([O:21][C:22]([CH3:25])([CH3:24])[CH3:23])=[O:20])[CH2:17][CH2:18]3)[C:4]=2[O:8][CH2:7]1, predict the reactants needed to synthesize it. The reactants are: [OH:1][C:2]1[CH:11]=[CH:10][C:5]2[C:6](=[O:9])[CH2:7][O:8][C:4]=2[C:3]=1[CH2:12][N:13]1[CH2:18][CH2:17][N:16]([C:19]([O:21][C:22]([CH3:25])([CH3:24])[CH3:23])=[O:20])[CH2:15][CH2:14]1.[O:26]([CH2:33][CH2:34]O)[C:27]1[CH:32]=[CH:31][CH:30]=[CH:29][CH:28]=1.C1(P(C2C=CC=CC=2)C2C=CC=CC=2)C=CC=CC=1.N(C(OCC)=O)=NC(OCC)=O.C1(C)C=CC=CC=1. (9) Given the product [NH2:1][C:2](=[C:5]([NH:8][CH2:9][C:10]1[CH:15]=[CH:14][C:13]([CH3:16])=[CH:12][CH:11]=1)[C:6]#[N:7])[C:3]#[N:4], predict the reactants needed to synthesize it. The reactants are: [NH2:1][C:2](=[C:5]([N:8]=[CH:9][C:10]1[CH:15]=[CH:14][C:13]([CH3:16])=[CH:12][CH:11]=1)[C:6]#[N:7])[C:3]#[N:4].CO.[BH4-].[Na+]. (10) Given the product [F:36][C:33]([F:34])([F:35])[C:31]1[CH:30]=[C:29]([S:37][Cl:43])[CH:28]=[C:27]([C:26]([F:38])([F:25])[F:39])[CH:32]=1, predict the reactants needed to synthesize it. The reactants are: C(C1C(O)=C(C(C)=C(SC2C=CC(OC)=CC=2)C=1)C(O)=O)(C)(C)C.[F:25][C:26]([F:39])([F:38])[C:27]1[CH:28]=[C:29]([SH:37])[CH:30]=[C:31]([C:33]([F:36])([F:35])[F:34])[CH:32]=1.S(Cl)([Cl:43])(=O)=O.ClN1C(=O)CCC1=O.